Dataset: CYP1A2 inhibition data for predicting drug metabolism from PubChem BioAssay. Task: Regression/Classification. Given a drug SMILES string, predict its absorption, distribution, metabolism, or excretion properties. Task type varies by dataset: regression for continuous measurements (e.g., permeability, clearance, half-life) or binary classification for categorical outcomes (e.g., BBB penetration, CYP inhibition). Dataset: cyp1a2_veith. (1) The drug is Cc1c(Nc2cc(N3CCCC(C)C3)c3nonc3c2[N+](=O)[O-])c(=O)n(-c2ccccc2)n1C. The result is 0 (non-inhibitor). (2) The molecule is COc1ccc(-c2c(C)nn(Cc3ccccc3)c2N)cc1. The result is 1 (inhibitor). (3) The molecule is CC(=O)OCC1=C(C(=O)O)N2C(=O)[C@@H](N)[C@@H]2SC1. The result is 0 (non-inhibitor). (4) The molecule is CC(C)NCCCOc1ccc(Cl)cc1Br.O=C(O)C(=O)O. The result is 1 (inhibitor). (5) The compound is C=CCc1ccccc1OC[C@H](O)CN[C@]1(C)CCC[C@@H](C(C)(C)NC(=O)CBr)C1. The result is 0 (non-inhibitor). (6) The compound is CC(C)COC(=O)OCN1C(=O)CN(CCN2CC(=O)N(COC(=O)OCC(C)C)C(=O)C2)CC1=O. The result is 0 (non-inhibitor). (7) The drug is COC(=O)[C@@]1(Cc2ccc(OC)cc2)[C@H]2c3cc(C(=O)N(C)C)n(C[C@H](O)CO)c3C[C@H]2CN1C(=O)c1ccccc1. The result is 0 (non-inhibitor). (8) The drug is O=C(CC1C(=O)N(c2ccc(Cl)cc2)C(=S)N1CCc1ccncc1)Nc1ccc(F)cc1. The result is 1 (inhibitor).